Dataset: Full USPTO retrosynthesis dataset with 1.9M reactions from patents (1976-2016). Task: Predict the reactants needed to synthesize the given product. (1) Given the product [Br:28][C:24]1[CH:25]=[C:26]([Br:27])[C:18]2[N:17]=[C:14]([C:4]3[N:5]([C:7]4[C:12]([Br:13])=[CH:11][CH:10]=[CH:9][N:8]=4)[CH:6]=[C:2]([Br:1])[CH:3]=3)[O:16][C:20](=[O:21])[C:19]=2[CH:23]=1, predict the reactants needed to synthesize it. The reactants are: [Br:1][C:2]1[CH:3]=[C:4]([C:14]([OH:16])=O)[N:5]([C:7]2[C:12]([Br:13])=[CH:11][CH:10]=[CH:9][N:8]=2)[CH:6]=1.[NH2:17][C:18]1[C:26]([Br:27])=[CH:25][C:24]([Br:28])=[CH:23][C:19]=1[C:20](O)=[O:21].BrC1C=C(C(O)=O)N(C2C(Cl)=CC=CN=2)C=1.NC1C(C)=CC(Cl)=CC=1C(O)=O. (2) Given the product [CH2:13]([O:15][C:16](=[O:20])/[CH:17]=[C:18](/[O:10][C:7]1[CH:8]=[CH:9][C:4]([CH2:3][C:2]([OH:1])([CH3:12])[CH3:11])=[CH:5][CH:6]=1)\[CH3:19])[CH3:14], predict the reactants needed to synthesize it. The reactants are: [OH:1][C:2]([CH3:12])([CH3:11])[CH2:3][C:4]1[CH:9]=[CH:8][C:7]([OH:10])=[CH:6][CH:5]=1.[CH2:13]([O:15][C:16](=[O:20])[C:17]#[C:18][CH3:19])[CH3:14].C(=O)([O-])[O-].[K+].[K+]. (3) Given the product [CH3:1][C:2]([CH3:19])([CH3:18])[CH2:3][CH2:4][N:5]1[C:9]2[N:10]=[C:11]([C:14]#[N:15])[N:12]=[CH:13][C:8]=2[CH:7]=[C:6]1[CH:16]=[O:17], predict the reactants needed to synthesize it. The reactants are: [CH3:1][C:2]([CH3:19])([CH3:18])[CH2:3][CH2:4][N:5]1[C:9]2[N:10]=[C:11]([C:14]#[N:15])[N:12]=[CH:13][C:8]=2[CH:7]=[C:6]1[CH2:16][OH:17].CC(OI1(OC(C)=O)(OC(C)=O)OC(=O)C2C=CC=CC1=2)=O. (4) Given the product [CH3:1][O:2][C:3]1[CH:16]=[C:15]([NH:17][CH3:18])[C:14]([N+:19]([O-:21])=[O:20])=[CH:13][C:4]=1[O:5][C:6]1[CH:11]=[CH:10][N:9]=[C:8]([NH:12][C:22](=[O:24])[CH3:23])[CH:7]=1, predict the reactants needed to synthesize it. The reactants are: [CH3:1][O:2][C:3]1[CH:16]=[C:15]([NH:17][CH3:18])[C:14]([N+:19]([O-:21])=[O:20])=[CH:13][C:4]=1[O:5][C:6]1[CH:11]=[CH:10][N:9]=[C:8]([NH2:12])[CH:7]=1.[C:22](Cl)(=[O:24])[CH3:23].O. (5) Given the product [Cl-:28].[F:1][C:2]1[CH:27]=[CH:26][C:5]([CH2:6][NH:7][CH:8]([C:20]2[CH:21]=[CH:22][CH:23]=[CH:24][CH:25]=2)[C:9]([O:11][C@@H:12]2[CH:17]3[CH2:16][CH2:15][N+:14]([CH2:29][C:30](=[O:31])[C:32]4[S:33][CH:34]=[CH:35][CH:36]=4)([CH2:19][CH2:18]3)[CH2:13]2)=[O:10])=[CH:4][CH:3]=1, predict the reactants needed to synthesize it. The reactants are: [F:1][C:2]1[CH:27]=[CH:26][C:5]([CH2:6][NH:7][CH:8]([C:20]2[CH:25]=[CH:24][CH:23]=[CH:22][CH:21]=2)[C:9]([O:11][C@@H:12]2[CH:17]3[CH2:18][CH2:19][N:14]([CH2:15][CH2:16]3)[CH2:13]2)=[O:10])=[CH:4][CH:3]=1.[Cl:28][CH2:29][C:30]([C:32]1[S:33][CH:34]=[CH:35][CH:36]=1)=[O:31]. (6) Given the product [NH2:1][C:2]1[N:7]=[C:6]([C:8]2[CH:13]=[CH:12][CH:11]=[C:10]([F:14])[CH:9]=2)[C:5]([C:15]#[N:16])=[C:4]([O:28][CH2:34][CH2:35][C:36]2[CH:30]=[CH:29][CH:39]=[CH:38][N:37]=2)[N:3]=1, predict the reactants needed to synthesize it. The reactants are: [NH2:1][C:2]1[N:7]=[C:6]([C:8]2[CH:13]=[CH:12][CH:11]=[C:10]([F:14])[CH:9]=2)[C:5]([C:15]#[N:16])=[C:4](S(C)=O)[N:3]=1.N1C=CC=CC=1C([OH:28])C.[CH2:29]1[CH2:39][CH2:38][N:37]2C(=N[CH2:34][CH2:35][CH2:36]2)C[CH2:30]1.